From a dataset of Catalyst prediction with 721,799 reactions and 888 catalyst types from USPTO. Predict which catalyst facilitates the given reaction. (1) Reactant: [C:1]([O:7][CH2:8][C@H:9]([NH:17]C(OC(C)(C)C)=O)[CH2:10][C:11]1[CH:16]=[CH:15][CH:14]=[CH:13][CH:12]=1)(=[O:6])[C:2]([CH3:5])([CH3:4])[CH3:3].FC(F)(F)C(O)=O. Product: [C:1]([O:7][CH2:8][C@H:9]([NH2:17])[CH2:10][C:11]1[CH:16]=[CH:15][CH:14]=[CH:13][CH:12]=1)(=[O:6])[C:2]([CH3:5])([CH3:4])[CH3:3]. The catalyst class is: 2. (2) Reactant: C(O)(C(F)(F)F)=[O:2].C(OC([N:15]1[CH2:24][CH2:23][C:22]2[C:21]([O:25][C:26]3[CH:27]=[C:28]4[C:32](=[CH:33][CH:34]=3)[N:31]([C:35](=[O:48])[NH:36][C:37]3[CH:42]=[C:41]([C:43]([F:46])([F:45])[F:44])[CH:40]=[CH:39][C:38]=3[F:47])[CH:30]=[CH:29]4)=[N:20][CH:19]=[N:18][C:17]=2[CH2:16]1)=O)(C)(C)C. Product: [NH4+:15].[OH-:2].[F:47][C:38]1[CH:39]=[CH:40][C:41]([C:43]([F:44])([F:45])[F:46])=[CH:42][C:37]=1[NH:36][C:35]([N:31]1[C:32]2[C:28](=[CH:27][C:26]([O:25][C:21]3[C:22]4[CH2:23][CH2:24][NH:15][CH2:16][C:17]=4[N:18]=[CH:19][N:20]=3)=[CH:34][CH:33]=2)[CH:29]=[CH:30]1)=[O:48]. The catalyst class is: 2. (3) Reactant: [H-].[Al+3].[Li+].[H-].[H-].[H-].C[O:8][C:9]([CH:11]1[N:16]([S:17]([CH3:20])(=[O:19])=[O:18])[CH2:15][CH2:14][N:13]([C:21]([O:23][C:24]([CH3:27])([CH3:26])[CH3:25])=[O:22])[CH2:12]1)=O.[Cl-].[NH4+]. Product: [C:24]([O:23][C:21]([N:13]1[CH2:14][CH2:15][N:16]([S:17]([CH3:20])(=[O:19])=[O:18])[CH:11]([CH2:9][OH:8])[CH2:12]1)=[O:22])([CH3:27])([CH3:26])[CH3:25]. The catalyst class is: 1. (4) Reactant: [OH:1][C:2]1[CH:3]=[C:4]([CH2:8][NH:9][C:10]([C:12]2[CH:13]=[C:14]3[C:19](=[CH:20][CH:21]=2)[N:18]=[CH:17][CH:16]=[CH:15]3)=[O:11])[CH:5]=[CH:6][CH:7]=1.Br[CH2:23][CH2:24][CH2:25][CH2:26][CH2:27][CH2:28][CH:29]=[CH2:30].CN(C=O)C.C(=O)([O-])[O-].[Cs+].[Cs+]. Product: [CH2:30]([O:1][C:2]1[CH:3]=[C:4]([CH2:8][NH:9][C:10]([C:12]2[CH:13]=[C:14]3[C:19](=[CH:20][CH:21]=2)[N:18]=[CH:17][CH:16]=[CH:15]3)=[O:11])[CH:5]=[CH:6][CH:7]=1)[CH2:29][CH2:28][CH2:27][CH2:26][CH2:25][CH:24]=[CH2:23]. The catalyst class is: 6. (5) Reactant: [CH3:1][N:2]1[C:6]([C:7]2[CH:8]=[C:9]([CH:11]=[C:12]([O:14][CH3:15])[CH:13]=2)[NH2:10])=[CH:5][N:4]=[C:3]1[CH3:16].[Cl:17][C:18]1[CH:23]=[CH:22][CH:21]=[CH:20][C:19]=1/[CH:24]=[CH:25]/[C:26](O)=[O:27].ON1C2C=CC=CC=2N=N1.Cl.C(N=C=NCCCN(C)C)C. Product: [Cl:17][C:18]1[CH:23]=[CH:22][CH:21]=[CH:20][C:19]=1/[CH:24]=[CH:25]/[C:26]([NH:10][C:9]1[CH:11]=[C:12]([O:14][CH3:15])[CH:13]=[C:7]([C:6]2[N:2]([CH3:1])[C:3]([CH3:16])=[N:4][CH:5]=2)[CH:8]=1)=[O:27]. The catalyst class is: 119. (6) Reactant: [Cl:1][C:2]1[CH:7]=[CH:6][C:5]([C@H:8]([C:22]([N:24]2[CH2:29][CH2:28][N:27]([C:30]3[C:31]4[C@H:38]([CH3:39])[CH2:37][C@H:36]([OH:40])[C:32]=4[N:33]=[CH:34][N:35]=3)[CH2:26][CH2:25]2)=[O:23])[CH2:9][N:10]([CH2:18][CH:19]2[CH2:21][CH2:20]2)C(=O)OC(C)(C)C)=[CH:4][CH:3]=1.Cl. Product: [Cl:1][C:2]1[CH:7]=[CH:6][C:5]([C@@H:8]([CH2:9][NH:10][CH2:18][CH:19]2[CH2:21][CH2:20]2)[C:22]([N:24]2[CH2:25][CH2:26][N:27]([C:30]3[C:31]4[C@H:38]([CH3:39])[CH2:37][C@H:36]([OH:40])[C:32]=4[N:33]=[CH:34][N:35]=3)[CH2:28][CH2:29]2)=[O:23])=[CH:4][CH:3]=1. The catalyst class is: 12.